Dataset: Experimentally validated miRNA-target interactions with 360,000+ pairs, plus equal number of negative samples. Task: Binary Classification. Given a miRNA mature sequence and a target amino acid sequence, predict their likelihood of interaction. (1) The miRNA is hsa-miR-4800-3p with sequence CAUCCGUCCGUCUGUCCAC. The protein sequence of the target gene is MSLTNTKTGFSVKDILDLPDTNDEDGSVAEGPEEESEGPEPAKRAGPLGQGALDAVQSLPLKSPFYDSSDNPYTRWLASTEGLQYSLHGLAASAPPQDSSSKSPEPSADESPDNDKETQGGGGDAGKKRKRRVLFSKAQTYELERRFRQQRYLSAPEREHLASLIRLTPTQVKIWFQNHRYKMKRARAEKGMEVTPLPSPRRVAVPVLVRDGKPCHALKAQDLAAATFQAGIPFSAYSAQSLQHMQYNAQYSSASTPQYPTAHPLVQAQQWTW. Result: 0 (no interaction). (2) The miRNA is rno-let-7e-5p with sequence UGAGGUAGGAGGUUGUAUAGUU. The protein sequence of the target gene is MEPQKLLIIGFLLCSLTCLLLETVASSPLPLSALGIQEKTGSKPRSGGNHRSWLNNFRDYLWQLIKSALPPAAIVAFLLTSALMGILCCFTILVVDPVH. Result: 0 (no interaction).